Task: Predict the reaction yield, written as a fraction of the theoretical maximum amount of product (1.0 means a 100% yield; for example, 0.34 means a 34% yield).. Dataset: Reaction yield outcomes from USPTO patents with 853,638 reactions (1) The reactants are N[C:2]1[CH:7]=[CH:6][C:5]([O:8][C:9]2[CH:13]=[C:12]([CH3:14])[NH:11][N:10]=2)=[CH:4][C:3]=1[C:15]([F:18])([F:17])[F:16].[ClH:19].CC(C)=O.N([O-])=O.[Na+]. The catalyst is O. The product is [Cl:19][C:2]1[CH:7]=[CH:6][C:5]([O:8][C:9]2[CH:13]=[C:12]([CH3:14])[NH:11][N:10]=2)=[CH:4][C:3]=1[C:15]([F:18])([F:17])[F:16]. The yield is 0.987. (2) The product is [Cl:5][C:6]1[C:14]2[N:13]=[C:12]3[N:15]([C:19]4[CH:20]=[N:21][C:22]([O:26][CH3:27])=[CH:23][C:24]=4[CH3:25])[CH2:16][CH2:17][CH2:18][N:11]3[C:10]=2[C:9]([CH:28]([OH:29])[CH2:1][CH3:2])=[CH:8][CH:7]=1. The yield is 0.630. The reactants are [CH2:1]([Mg]Br)[CH3:2].[Cl:5][C:6]1[CH:7]=[CH:8][C:9]([CH:28]=[O:29])=[C:10]2[C:14]=1[N:13]=[C:12]1[N:15]([C:19]3[CH:20]=[N:21][C:22]([O:26][CH3:27])=[CH:23][C:24]=3[CH3:25])[CH2:16][CH2:17][CH2:18][N:11]21. The catalyst is O1CCCC1. (3) The product is [N:15]1([C:2]2[CH:9]=[CH:8][C:5]([CH:6]=[O:7])=[C:4]([O:10][C:11]([F:14])([F:13])[F:12])[CH:3]=2)[CH2:20][CH2:19][O:18][CH2:17][CH2:16]1. The yield is 0.100. The reactants are Br[C:2]1[CH:9]=[CH:8][C:5]([CH:6]=[O:7])=[C:4]([O:10][C:11]([F:14])([F:13])[F:12])[CH:3]=1.[NH:15]1[CH2:20][CH2:19][O:18][CH2:17][CH2:16]1.C(O[Na])(C)(C)C.C1C=CC(P(C2C(C3C(P(C4C=CC=CC=4)C4C=CC=CC=4)=CC=C4C=3C=CC=C4)=C3C(C=CC=C3)=CC=2)C2C=CC=CC=2)=CC=1. The catalyst is O.C1C=CC(/C=C/C(/C=C/C2C=CC=CC=2)=O)=CC=1.C1C=CC(/C=C/C(/C=C/C2C=CC=CC=2)=O)=CC=1.C1C=CC(/C=C/C(/C=C/C2C=CC=CC=2)=O)=CC=1.[Pd].[Pd].C1(C)C=CC=CC=1. (4) The yield is 0.790. The reactants are [NH2:1][C:2]1[CH:7]=[CH:6][C:5]([S:8][CH2:9][C:10]2[CH:15]=[CH:14][CH:13]=[CH:12][CH:11]=2)=[CH:4][C:3]=1/[CH:16]=[CH:17]/[C:18]([O:20][CH2:21][CH3:22])=[O:19].[Br:23][C:24]1[CH:29]=[C:28]([Cl:30])[CH:27]=[CH:26][C:25]=1I.C(=O)([O-])[O-].[Cs+].[Cs+]. The catalyst is C1C=CC(/C=C/C(/C=C/C2C=CC=CC=2)=O)=CC=1.C1C=CC(/C=C/C(/C=C/C2C=CC=CC=2)=O)=CC=1.C1C=CC(/C=C/C(/C=C/C2C=CC=CC=2)=O)=CC=1.[Pd].[Pd].CC1(C)C2C(=C(P(C3C=CC=CC=3)C3C=CC=CC=3)C=CC=2)OC2C(P(C3C=CC=CC=3)C3C=CC=CC=3)=CC=CC1=2. The product is [CH2:9]([S:8][C:5]1[CH:6]=[CH:7][C:2]([NH:1][C:25]2[CH:26]=[CH:27][C:28]([Cl:30])=[CH:29][C:24]=2[Br:23])=[C:3](/[CH:16]=[CH:17]/[C:18]([O:20][CH2:21][CH3:22])=[O:19])[CH:4]=1)[C:10]1[CH:15]=[CH:14][CH:13]=[CH:12][CH:11]=1. (5) The reactants are [F:1][C:2]([F:23])([CH:20]([F:22])[F:21])[CH2:3][O:4][C:5]1[CH:10]=[CH:9][C:8](/[CH:11]=[CH:12]/[CH:13]=[CH:14]/[C:15](OCC)=[O:16])=[CH:7][CH:6]=1.[H-].C([Al+]CC(C)C)C(C)C. No catalyst specified. The product is [F:1][C:2]([F:23])([CH:20]([F:21])[F:22])[CH2:3][O:4][C:5]1[CH:6]=[CH:7][C:8](/[CH:11]=[CH:12]/[CH:13]=[CH:14]/[CH2:15][OH:16])=[CH:9][CH:10]=1. The yield is 0.950. (6) The reactants are C1[O:9][C:8]2[CH:7]=[CH:6][C:5]([C:10]([CH:12]([C:14]3[CH:19]=[CH:18][C:17]4[O:20]C[O:22][C:16]=4[CH:15]=3)O)=O)=[CH:4][C:3]=2[O:2]1. The catalyst is CO.[OH-].[OH-].[Pd+2]. The product is [OH:2][C:3]1[CH:4]=[C:5]([CH2:10][CH2:12][C:14]2[CH:19]=[CH:18][C:17]([OH:20])=[C:16]([OH:22])[CH:15]=2)[CH:6]=[CH:7][C:8]=1[OH:9]. The yield is 0.680. (7) The reactants are [CH3:1][N:2]1[CH2:7][CH2:6][CH2:5][CH2:4][CH:3]1[C:8]([OH:10])=O.ClC1N=NN=C(Cl)C=1.[NH2:19][C@H:20]([C:37](=[O:50])[NH:38][C:39]1[S:40][CH:41]=[C:42]([C:44]2[CH:49]=[CH:48][CH:47]=[CH:46][CH:45]=2)[N:43]=1)[CH2:21][CH2:22][CH2:23][CH2:24][NH:25][S:26]([NH:29][C:30](=[O:36])[O:31][C:32]([CH3:35])([CH3:34])[CH3:33])(=[O:28])=[O:27].CN1CCOCC1. The catalyst is CN(C=O)C. The product is [CH3:1][N:2]1[CH2:7][CH2:6][CH2:5][CH2:4][CH:3]1[C:8]([NH:19][C@H:20]([C:37](=[O:50])[NH:38][C:39]1[S:40][CH:41]=[C:42]([C:44]2[CH:49]=[CH:48][CH:47]=[CH:46][CH:45]=2)[N:43]=1)[CH2:21][CH2:22][CH2:23][CH2:24][NH:25][S:26]([NH:29][C:30](=[O:36])[O:31][C:32]([CH3:35])([CH3:34])[CH3:33])(=[O:27])=[O:28])=[O:10]. The yield is 0.760. (8) The reactants are [Cl:1][C:2]1[CH:7]=[C:6]([N:8]2[CH2:13][CH2:12][O:11][CH2:10][CH2:9]2)[N:5]2[N:14]=[C:15]([C:17]3[CH:22]=[CH:21][C:20]([CH3:23])=[CH:19][CH:18]=3)[CH:16]=[C:4]2[N:3]=1.[Br:24]N1C(=O)CCC1=O. The catalyst is C(Cl)Cl.[Cl-].[NH4+]. The product is [Br:24][C:16]1[C:15]([C:17]2[CH:22]=[CH:21][C:20]([CH3:23])=[CH:19][CH:18]=2)=[N:14][N:5]2[C:6]([N:8]3[CH2:13][CH2:12][O:11][CH2:10][CH2:9]3)=[CH:7][C:2]([Cl:1])=[N:3][C:4]=12. The yield is 0.500. (9) The yield is 0.876. The product is [CH2:1]([C:11]1[S:15][C:14]([C:16]2[S:17][C:18]([CH:29]=[O:30])=[CH:19][CH:20]=2)=[CH:13][CH:12]=1)[CH2:2][CH2:3][CH2:4][CH2:5][CH2:6][CH2:7][CH2:8][CH2:9][CH3:10]. The catalyst is CCCCCC.C1COCC1. The reactants are [CH2:1]([C:11]1[S:15][C:14]([C:16]2[S:17][CH:18]=[CH:19][CH:20]=2)=[CH:13][CH:12]=1)[CH2:2][CH2:3][CH2:4][CH2:5][CH2:6][CH2:7][CH2:8][CH2:9][CH3:10].C([Li])CCC.CN([CH:29]=[O:30])C.[Cl-].[NH4+]. (10) The reactants are [NH2:1][C:2]1[CH:7]=[CH:6][C:5]([C:8]2[CH:9]=[CH:10][C:11]3[O:17][CH2:16][CH2:15][N:14]([C:18]([O:20][C:21]([CH3:24])([CH3:23])[CH3:22])=[O:19])[CH2:13][C:12]=3[CH:25]=2)=[CH:4][C:3]=1[N+:26]([O-])=O.C(OCC)(=O)C. The catalyst is C(O)(=O)C.[Pd]. The product is [NH2:26][C:3]1[CH:4]=[C:5]([C:8]2[CH:9]=[CH:10][C:11]3[O:17][CH2:16][CH2:15][N:14]([C:18]([O:20][C:21]([CH3:23])([CH3:22])[CH3:24])=[O:19])[CH2:13][C:12]=3[CH:25]=2)[CH:6]=[CH:7][C:2]=1[NH2:1]. The yield is 0.940.